Dataset: Peptide-MHC class II binding affinity with 134,281 pairs from IEDB. Task: Regression. Given a peptide amino acid sequence and an MHC pseudo amino acid sequence, predict their binding affinity value. This is MHC class II binding data. (1) The peptide sequence is LGASPYKLGPSPKAR. The binding affinity (normalized) is 0.639. The MHC is HLA-DQA10501-DQB10301 with pseudo-sequence HLA-DQA10501-DQB10301. (2) The peptide sequence is EKKYFLATQFEPLAA. The MHC is DRB1_1001 with pseudo-sequence DRB1_1001. The binding affinity (normalized) is 0.757.